From a dataset of Forward reaction prediction with 1.9M reactions from USPTO patents (1976-2016). Predict the product of the given reaction. (1) Given the reactants Br[CH2:2][C:3]1[CH:8]=[C:7]([C:9]([CH3:12])([CH3:11])[CH3:10])[CH:6]=[C:5]([C:13]([CH3:16])([CH3:15])[CH3:14])[C:4]=1[OH:17].N[C:19]1[CH:24]=[CH:23][CH:22]=[CH:21][C:20]=1[SH:25].C([N:28](CC)CC)C, predict the reaction product. The product is: [NH2:28][S:25][C:20]1[CH:21]=[CH:22][CH:23]=[CH:24][C:19]=1[CH2:2][C:3]1[CH:8]=[C:7]([C:9]([CH3:12])([CH3:11])[CH3:10])[CH:6]=[C:5]([C:13]([CH3:16])([CH3:15])[CH3:14])[C:4]=1[OH:17]. (2) Given the reactants [CH3:1][C@@:2]12[C:22]([CH3:24])([CH3:23])[C@@H:5]([C:6]3[C:7](=[O:21])[N:8]([C:11]4[C:20]5[C:15](=[CH:16][CH:17]=[CH:18][CH:19]=5)[CH:14]=[CH:13][CH:12]=4)[NH:9][C:10]=31)[CH2:4][CH2:3]2.I[CH2:26][CH3:27], predict the reaction product. The product is: [CH2:26]([N:9]1[C:10]2[C@@:2]3([CH3:1])[C:22]([CH3:24])([CH3:23])[C@H:5]([CH2:4][CH2:3]3)[C:6]=2[C:7](=[O:21])[N:8]1[C:11]1[C:20]2[C:15](=[CH:16][CH:17]=[CH:18][CH:19]=2)[CH:14]=[CH:13][CH:12]=1)[CH3:27]. (3) The product is: [O:28]1[CH2:29][CH2:30][O:31][CH:8]1[CH2:3][CH2:2][NH:9][CH:10]1[CH2:11][CH2:12][CH2:13][CH2:14]1. Given the reactants Cl.[CH2:2]([NH:9][CH:10]1[CH2:14][CH2:13][CH2:12][CH2:11]1)[C:3]1[CH:8]=CC=CC=1.C(N(C(C)C)CC)(C)C.BrCCC1[O:31][CH2:30][CH2:29][O:28]1.CC1CC=CCC=1, predict the reaction product.